Dataset: Forward reaction prediction with 1.9M reactions from USPTO patents (1976-2016). Task: Predict the product of the given reaction. (1) Given the reactants [H-].[Al+3].[Li+].[H-].[H-].[H-].[CH2:7]([CH:12]1[CH2:17][CH2:16][C:15]([C:26]2[CH:31]=[CH:30][CH:29]=[C:28]([F:32])[C:27]=2[F:33])([C:18]2(C=O)[CH2:23][CH2:22][CH2:21][CH2:20][CH2:19]2)[CH2:14][CH2:13]1)[CH2:8][CH2:9][CH2:10][CH3:11].[C:34](OCC)(=[O:36])C.N, predict the reaction product. The product is: [OH:36][CH2:34][CH:21]1[CH2:22][CH2:23][CH:18]([C:15]2([C:26]3[CH:31]=[CH:30][CH:29]=[C:28]([F:32])[C:27]=3[F:33])[CH2:16][CH2:17][CH:12]([CH2:7][CH2:8][CH2:9][CH2:10][CH3:11])[CH2:13][CH2:14]2)[CH2:19][CH2:20]1. (2) Given the reactants [CH3:1][O:2][C:3]1[CH:4]=[C:5]([CH:9]=[CH:10][CH:11]=1)[C:6]([OH:8])=O.[N:12]1([CH2:18][CH2:19][O:20][C:21]2[C:30]3[C:25](=[CH:26][CH:27]=[CH:28][CH:29]=3)[C:24]([NH2:31])=[CH:23][CH:22]=2)[CH2:17][CH2:16][O:15][CH2:14][CH2:13]1, predict the reaction product. The product is: [CH3:1][O:2][C:3]1[CH:4]=[C:5]([CH:9]=[CH:10][CH:11]=1)[C:6]([NH:31][C:24]1[C:25]2[C:30](=[CH:29][CH:28]=[CH:27][CH:26]=2)[C:21]([O:20][CH2:19][CH2:18][N:12]2[CH2:13][CH2:14][O:15][CH2:16][CH2:17]2)=[CH:22][CH:23]=1)=[O:8]. (3) Given the reactants [F:1][C:2]([F:48])([F:47])[C:3]1[CH:4]=[C:5]([CH:40]=[C:41]([C:43]([F:46])([F:45])[F:44])[CH:42]=1)[CH2:6][N:7]([CH2:21][C:22]1[CH:27]=[C:26]([C:28]([F:31])([F:30])[F:29])[CH:25]=[CH:24][C:23]=1OS(C(F)(F)F)(=O)=O)[C:8]1[N:13]=[CH:12][C:11]([O:14][CH2:15][CH2:16][S:17]([CH3:20])(=[O:19])=[O:18])=[CH:10][N:9]=1.[CH3:49][O:50][C:51]1[N:56]=[C:55]([O:57][CH3:58])[C:54](B(O)O)=[CH:53][N:52]=1.P([O-])([O-])([O-])=O.[K+].[K+].[K+].C(OCC)(=O)C, predict the reaction product. The product is: [F:46][C:43]([F:45])([F:44])[C:41]1[CH:40]=[C:5]([CH:4]=[C:3]([C:2]([F:48])([F:1])[F:47])[CH:42]=1)[CH2:6][N:7]([CH2:21][C:22]1[CH:27]=[C:26]([C:28]([F:30])([F:29])[F:31])[CH:25]=[CH:24][C:23]=1[C:54]1[C:55]([O:57][CH3:58])=[N:56][C:51]([O:50][CH3:49])=[N:52][CH:53]=1)[C:8]1[N:9]=[CH:10][C:11]([O:14][CH2:15][CH2:16][S:17]([CH3:20])(=[O:18])=[O:19])=[CH:12][N:13]=1. (4) The product is: [CH3:16][O:17][C:18]1[N:23]=[CH:22][C:21]([C:2]2[N:6]3[N:7]=[CH:8][CH:9]=[CH:10][C:5]3=[N:4][C:3]=2[C:11]([O:13][CH2:14][CH3:15])=[O:12])=[CH:20][N:19]=1. Given the reactants I[C:2]1[N:6]2[N:7]=[CH:8][CH:9]=[CH:10][C:5]2=[N:4][C:3]=1[C:11]([O:13][CH2:14][CH3:15])=[O:12].[CH3:16][O:17][C:18]1[N:23]=[CH:22][C:21](B(O)O)=[CH:20][N:19]=1.C(=O)([O-])[O-].[Na+].[Na+], predict the reaction product. (5) Given the reactants [CH3:1][C:2]1[CH:7]=[CH:6][C:5]([N+:8]([O-:10])=[O:9])=[CH:4][C:3]=1[NH2:11].C(=O)([O-])[O-].[K+].[K+].Br[CH2:19][CH:20](Br)[CH2:21][CH3:22], predict the reaction product. The product is: [CH3:1][C:2]1[CH:7]=[CH:6][C:5]([N+:8]([O-:10])=[O:9])=[CH:4][C:3]=1[N:11]1[CH2:22][CH2:21][CH2:20][CH2:19]1. (6) Given the reactants C(N(C(C)C)CC)(C)C.[CH2:10](Br)[C:11]1[CH:16]=[CH:15][CH:14]=[CH:13][CH:12]=1.[NH:18]([CH2:22][CH2:23][OH:24])[CH2:19][CH2:20][OH:21], predict the reaction product. The product is: [CH2:10]([N:18]([CH2:22][CH2:23][OH:24])[CH2:19][CH2:20][OH:21])[C:11]1[CH:16]=[CH:15][CH:14]=[CH:13][CH:12]=1. (7) Given the reactants Cl.[C:2]1(=[O:12])[C:6]2([CH2:11][CH2:10][NH:9][CH2:8][CH2:7]2)[CH2:5][CH2:4][NH:3]1.C(N(CC)CC)C.[Cl:20][C:21]1[CH:26]=[C:25]([C:27]([F:30])([F:29])[F:28])[CH:24]=[CH:23][C:22]=1[S:31](Cl)(=[O:33])=[O:32], predict the reaction product. The product is: [Cl:20][C:21]1[CH:26]=[C:25]([C:27]([F:29])([F:28])[F:30])[CH:24]=[CH:23][C:22]=1[S:31]([N:9]1[CH2:10][CH2:11][C:6]2([C:2](=[O:12])[NH:3][CH2:4][CH2:5]2)[CH2:7][CH2:8]1)(=[O:33])=[O:32]. (8) Given the reactants I[C:2]1[CH:7]=[CH:6][C:5]([CH2:8][CH2:9][OH:10])=[CH:4][CH:3]=1.[CH2:11]([O:18][C:19]1[N:20]=[N:21][C:22]([C:25]#[CH:26])=[CH:23][CH:24]=1)[C:12]1[CH:17]=[CH:16][CH:15]=[CH:14][CH:13]=1, predict the reaction product. The product is: [CH2:11]([O:18][C:19]1[N:20]=[N:21][C:22]([C:25]#[C:26][C:2]2[CH:7]=[CH:6][C:5]([CH2:8][CH2:9][OH:10])=[CH:4][CH:3]=2)=[CH:23][CH:24]=1)[C:12]1[CH:13]=[CH:14][CH:15]=[CH:16][CH:17]=1.